Dataset: Peptide-MHC class II binding affinity with 134,281 pairs from IEDB. Task: Regression. Given a peptide amino acid sequence and an MHC pseudo amino acid sequence, predict their binding affinity value. This is MHC class II binding data. (1) The peptide sequence is GELQIVDKIDNAFKI. The MHC is DRB1_1201 with pseudo-sequence DRB1_1201. The binding affinity (normalized) is 0.639. (2) The peptide sequence is KFIPALEAAVKQAYA. The MHC is DRB1_0405 with pseudo-sequence DRB1_0405. The binding affinity (normalized) is 0.237.